From a dataset of Drug-target binding data from BindingDB using IC50 measurements. Regression. Given a target protein amino acid sequence and a drug SMILES string, predict the binding affinity score between them. We predict pIC50 (pIC50 = -log10(IC50 in M); higher means more potent). Dataset: bindingdb_ic50. The target protein sequence is MISGAPSQDSLLPDNRHAADYQQLRERLIQELNLTPQQLHEESNLIQAGLDSIRLMRWLHWFRKNGYRLTLRELYAAPTLAAWNQLMLSRSPENAEEETPPDESSWPNMTESTPFPLTPVQHAYLTGRMPGQTLGGVGCHLYQEFEGHCLTASQLEQAITTLLQRHPMLHIAFRPDGQQVWLPQPYWNGVTVHDLRHNDAESRQAYLDALRQRLSHRLLRVEIGETFDFQLTLLPDNRHRLHVNIDLLIMDASSFTLFFDELNALLAGESLPAIDTRYDFRSYLLHQQKINQPLRDDARAYWLAKASTLPPAPVLPLACEPATLREVRNTRRRMIVPATRWHAFSNRAGEYGVTPTMALATCFSAVLARWGGLTRLLLNITLFDRQPLHPAVGAMLADFTNILLLDTACDGDTVSNLARKNQLTFTEDWEHRHWSGVELLRELKRQQRYPHGAPVVFTSNLGRSLYSSRAESPLGEPEWGISQTPQVWIDHLAFEHHGEV.... The pIC50 is 4.8. The small molecule is Nc1ncnc2c1ncn2[C@@H]1O[C@H](COS(=O)(=O)NC(=O)[C@@H](O)CS)[C@@H](O)[C@H]1O.